Dataset: Cav3 T-type calcium channel HTS with 100,875 compounds. Task: Binary Classification. Given a drug SMILES string, predict its activity (active/inactive) in a high-throughput screening assay against a specified biological target. (1) The molecule is Clc1cc(NC(=O)/C(=c2\[nH]c3c([nH]2)cccc3)C#N)ccc1Cl. The result is 0 (inactive). (2) The drug is O=c1n(n(c(c1N\C=C1/N=CC=C1)C)C)c1ccccc1. The result is 0 (inactive).